Task: Predict the reaction yield, written as a fraction of the theoretical maximum amount of product (1.0 means a 100% yield; for example, 0.34 means a 34% yield).. Dataset: Reaction yield outcomes from USPTO patents with 853,638 reactions The reactants are [CH2:1]([C@@:4]1([C:20]2[CH:25]=[CH:24][C:23]([F:26])=[CH:22][CH:21]=2)[O:9][C:8](=[O:10])[N:7]([C@H:11]([C:13]2[CH:18]=[CH:17][C:16](Br)=[CH:15][CH:14]=2)[CH3:12])[CH2:6][CH2:5]1)[CH:2]=[CH2:3].[B:27]1([B:27]2[O:31][C:30]([CH3:33])([CH3:32])[C:29]([CH3:35])([CH3:34])[O:28]2)[O:31][C:30]([CH3:33])([CH3:32])[C:29]([CH3:35])([CH3:34])[O:28]1.CC([O-])=O.[K+].C(Cl)Cl. The catalyst is CS(C)=O.C1C=CC(P(C2C=CC=CC=2)[C-]2C=CC=C2)=CC=1.C1C=CC(P(C2C=CC=CC=2)[C-]2C=CC=C2)=CC=1.Cl[Pd]Cl.[Fe+2]. The product is [CH2:1]([C@@:4]1([C:20]2[CH:25]=[CH:24][C:23]([F:26])=[CH:22][CH:21]=2)[O:9][C:8](=[O:10])[N:7]([C@H:11]([C:13]2[CH:18]=[CH:17][C:16]([B:27]3[O:31][C:30]([CH3:33])([CH3:32])[C:29]([CH3:35])([CH3:34])[O:28]3)=[CH:15][CH:14]=2)[CH3:12])[CH2:6][CH2:5]1)[CH:2]=[CH2:3]. The yield is 0.870.